From a dataset of Catalyst prediction with 721,799 reactions and 888 catalyst types from USPTO. Predict which catalyst facilitates the given reaction. (1) Reactant: O[Li].O.C[O:5][C:6]([C:8]1[CH:9]=[CH:10][C:11]2[NH:12][C:13]3[C:18]([C:19]=2[CH:20]=1)=[CH:17][CH:16]=[CH:15][CH:14]=3)=[O:7].CO.C1COCC1. Product: [CH:10]1[C:11]2[NH:12][C:13]3[C:18](=[CH:17][CH:16]=[CH:15][CH:14]=3)[C:19]=2[CH:20]=[C:8]([C:6]([OH:7])=[O:5])[CH:9]=1. The catalyst class is: 6. (2) Reactant: C([SiH](C(C)C)C(C)C)(C)C.[CH2:11]([O:18][C@@H:19]1[C@@H:25]([O:26][CH2:27][C:28]2[CH:33]=[CH:32][CH:31]=[CH:30][CH:29]=2)[C@H:24]([O:34][CH2:35][C:36]2[CH:41]=[CH:40][CH:39]=[CH:38][CH:37]=2)[C@@H:23]([CH2:42][O:43][CH2:44][C:45]2[CH:50]=[CH:49][CH:48]=[CH:47][CH:46]=2)[O:22][C:20]1([C:51]1[CH:56]=[CH:55][CH:54]=[C:53]([CH2:57][C:58]2[C:67]3[C:61]([CH:62]=[CH:63][CH:64]=[CH:65][CH:66]=3)=[C:60]([CH3:68])[CH:59]=2)[CH:52]=1)O)[C:12]1[CH:17]=[CH:16][CH:15]=[CH:14][CH:13]=1.C(=O)([O-])[O-].[K+].[K+]. Product: [CH2:11]([O:18][C@@H:19]1[C@@H:25]([O:26][CH2:27][C:28]2[CH:29]=[CH:30][CH:31]=[CH:32][CH:33]=2)[C@H:24]([O:34][CH2:35][C:36]2[CH:41]=[CH:40][CH:39]=[CH:38][CH:37]=2)[C@@H:23]([CH2:42][O:43][CH2:44][C:45]2[CH:46]=[CH:47][CH:48]=[CH:49][CH:50]=2)[O:22][C@H:20]1[C:51]1[CH:56]=[CH:55][CH:54]=[C:53]([CH2:57][C:58]2[C:67]3[C:61]([CH:62]=[CH:63][CH:64]=[CH:65][CH:66]=3)=[C:60]([CH3:68])[CH:59]=2)[CH:52]=1)[C:12]1[CH:17]=[CH:16][CH:15]=[CH:14][CH:13]=1. The catalyst class is: 10. (3) Reactant: [F:1][CH:2]([F:28])[O:3][C:4]1[CH:9]=[CH:8][C:7]([CH:10]2[CH2:15][N:14]([C:16]([N:18]3[CH2:23][CH2:22][S:21](=[O:24])[CH2:20][CH2:19]3)=[O:17])[CH2:13][CH:12]([C:25](O)=[O:26])[CH2:11]2)=[CH:6][CH:5]=1.O[N:30]=[C:31]([O:33][CH2:34][CH3:35])[NH2:32].CN(C(ON1N=NC2C=CC=NC1=2)=[N+](C)C)C.F[P-](F)(F)(F)(F)F.C(N(CC)C(C)C)(C)C. Product: [F:1][CH:2]([F:28])[O:3][C:4]1[CH:5]=[CH:6][C:7]([CH:10]2[CH2:11][CH:12]([C:25]3[O:26][N:32]=[C:31]([O:33][CH2:34][CH3:35])[N:30]=3)[CH2:13][N:14]([C:16]([N:18]3[CH2:23][CH2:22][S:21](=[O:24])[CH2:20][CH2:19]3)=[O:17])[CH2:15]2)=[CH:8][CH:9]=1. The catalyst class is: 3. (4) Reactant: [O:1]=[C:2]1[N:8]([CH:9]2[CH2:14][CH2:13][N:12]([C:15]([O:17][C@H:18]([CH2:37][C:38]3[CH:43]=[C:42]([CH3:44])[C:41]([OH:45])=[C:40]([CH3:46])[CH:39]=3)[C:19]([N:21]3[CH2:26][CH2:25][CH:24]([CH:27]4[CH2:32][CH2:31][N:30]([CH2:33][C:34]([OH:36])=[O:35])[CH2:29][CH2:28]4)[CH2:23][CH2:22]3)=[O:20])=[O:16])[CH2:11][CH2:10]2)[CH2:7][CH2:6][C:5]2[CH:47]=[CH:48][CH:49]=[CH:50][C:4]=2[NH:3]1.O[CH2:52][CH2:53][N:54]1[CH2:59][CH2:58][CH2:57][CH2:56][C:55]1=[O:60]. Product: [O:1]=[C:2]1[N:8]([CH:9]2[CH2:10][CH2:11][N:12]([C:15]([O:17][C@H:18]([CH2:37][C:38]3[CH:43]=[C:42]([CH3:44])[C:41]([OH:45])=[C:40]([CH3:46])[CH:39]=3)[C:19](=[O:20])[N:21]3[CH2:22][CH2:23][CH:24]([CH:27]4[CH2:32][CH2:31][N:30]([CH2:33][C:34]([O:36][CH2:52][CH2:53][N:54]5[CH2:59][CH2:58][CH2:57][CH2:56][C:55]5=[O:60])=[O:35])[CH2:29][CH2:28]4)[CH2:25][CH2:26]3)=[O:16])[CH2:13][CH2:14]2)[CH2:7][CH2:6][C:5]2[CH:47]=[CH:48][CH:49]=[CH:50][C:4]=2[NH:3]1. The catalyst class is: 2. (5) Reactant: [Cl:1][C:2]1[CH:7]=[C:6]([C:8]#[C:9][C:10]2[CH:15]=[CH:14][CH:13]=[CH:12][CH:11]=2)[CH:5]=[CH:4][C:3]=1[N:16]1[C:25](=[O:26])[C:24]2[C:19](=[CH:20][CH:21]=[CH:22][CH:23]=2)[NH:18][C:17]1=[O:27].[C:28](=O)([O-])[O-].[K+].[K+].IC. Product: [Cl:1][C:2]1[CH:7]=[C:6]([C:8]#[C:9][C:10]2[CH:11]=[CH:12][CH:13]=[CH:14][CH:15]=2)[CH:5]=[CH:4][C:3]=1[N:16]1[C:25](=[O:26])[C:24]2[C:19](=[CH:20][CH:21]=[CH:22][CH:23]=2)[N:18]([CH3:28])[C:17]1=[O:27]. The catalyst class is: 21. (6) Reactant: Br[C:2]1[CH:7]=[CH:6][N:5]=[C:4]([N:8]([CH2:16][CH:17]2[CH2:19][CH2:18]2)[C:9](=[O:15])[O:10][C:11]([CH3:14])([CH3:13])[CH3:12])[CH:3]=1.[B:20]1([B:20]2[O:24][C:23]([CH3:26])([CH3:25])[C:22]([CH3:28])([CH3:27])[O:21]2)[O:24][C:23]([CH3:26])([CH3:25])[C:22]([CH3:28])([CH3:27])[O:21]1.C([O-])(=O)C.[K+].CN(C=O)C. Product: [CH:17]1([CH2:16][N:8]([C:4]2[CH:3]=[C:2]([B:20]3[O:24][C:23]([CH3:26])([CH3:25])[C:22]([CH3:28])([CH3:27])[O:21]3)[CH:7]=[CH:6][N:5]=2)[C:9](=[O:15])[O:10][C:11]([CH3:14])([CH3:13])[CH3:12])[CH2:19][CH2:18]1. The catalyst class is: 69. (7) Reactant: [CH3:1][O:2][C:3]1[CH:8]=[CH:7][C:6]([C:9]#[C:10][C:11]2[CH:31]=[CH:30][C:14]([CH2:15][NH:16][C:17]3[CH:29]=[CH:28][C:20]4[O:21][C:22]([CH3:27])([CH3:26])[O:23][C:24](=[O:25])[C:19]=4[CH:18]=3)=[CH:13][CH:12]=2)=[CH:5][CH:4]=1.[CH:32](=O)[CH2:33][CH2:34][CH2:35][CH2:36][CH3:37].C(O[BH-](OC(=O)C)OC(=O)C)(=O)C.[Na+].C([O-])(O)=O.[Na+]. Product: [CH2:32]([N:16]([CH2:15][C:14]1[CH:30]=[CH:31][C:11]([C:10]#[C:9][C:6]2[CH:5]=[CH:4][C:3]([O:2][CH3:1])=[CH:8][CH:7]=2)=[CH:12][CH:13]=1)[C:17]1[CH:29]=[CH:28][C:20]2[O:21][C:22]([CH3:27])([CH3:26])[O:23][C:24](=[O:25])[C:19]=2[CH:18]=1)[CH2:33][CH2:34][CH2:35][CH2:36][CH3:37]. The catalyst class is: 478. (8) Product: [CH2:1]([C@@:5]1([CH2:29][CH3:30])[NH:11][C@H:10]([C:12]2[CH:17]=[CH:16][CH:15]=[CH:14][CH:13]=2)[C:9]2[CH:18]=[C:19]([O:25][CH3:26])[C:20]([C:22]([N:33]([CH3:32])[O:34][CH3:35])=[O:24])=[CH:21][C:8]=2[S:7](=[O:28])(=[O:27])[CH2:6]1)[CH2:2][CH2:3][CH3:4]. The catalyst class is: 9. Reactant: [CH2:1]([C@@:5]1([CH2:29][CH3:30])[NH:11][C@H:10]([C:12]2[CH:17]=[CH:16][CH:15]=[CH:14][CH:13]=2)[C:9]2[CH:18]=[C:19]([O:25][CH3:26])[C:20]([C:22]([OH:24])=O)=[CH:21][C:8]=2[S:7](=[O:28])(=[O:27])[CH2:6]1)[CH2:2][CH2:3][CH3:4].Cl.[CH3:32][NH:33][O:34][CH3:35].CCN(C(C)C)C(C)C.CN(C(ON1N=NC2C=CC=NC1=2)=[N+](C)C)C.F[P-](F)(F)(F)(F)F. (9) Reactant: [NH2:1][C:2]([NH:4][C:5]1[CH:6]=[C:7]([CH:33]=[CH:34][CH:35]=1)[C:8]([NH:10][C:11]1[CH:32]=[CH:31][C:14]2[N:15]([CH:18]([C:25]3[CH:30]=[CH:29][CH:28]=[CH:27][CH:26]=3)[CH2:19][C:20]([O:22]CC)=[O:21])[CH:16]=[N:17][C:13]=2[CH:12]=1)=[O:9])=[NH:3]. Product: [NH2:3][C:2]([NH:4][C:5]1[CH:6]=[C:7]([CH:33]=[CH:34][CH:35]=1)[C:8]([NH:10][C:11]1[CH:32]=[CH:31][C:14]2[N:15]([CH:18]([C:25]3[CH:26]=[CH:27][CH:28]=[CH:29][CH:30]=3)[CH2:19][C:20]([OH:22])=[O:21])[CH:16]=[N:17][C:13]=2[CH:12]=1)=[O:9])=[NH:1]. The catalyst class is: 33. (10) Reactant: [N:1]1[CH:6]=[CH:5][CH:4]=[CH:3][C:2]=1[C:7]1[N:11]=[C:10]([C:12]2[CH:13]=[N:14][CH:15]=[C:16](Br)[CH:17]=2)[O:9][N:8]=1.[S:19]1[CH:23]=[CH:22][C:21](B(O)O)=[CH:20]1.C(=O)([O-])[O-].[Na+].[Na+]. Product: [N:1]1[CH:6]=[CH:5][CH:4]=[CH:3][C:2]=1[C:7]1[N:11]=[C:10]([C:12]2[CH:13]=[N:14][CH:15]=[C:16]([C:21]3[CH:22]=[CH:23][S:19][CH:20]=3)[CH:17]=2)[O:9][N:8]=1. The catalyst class is: 276.